The task is: Regression. Given two drug SMILES strings and cell line genomic features, predict the synergy score measuring deviation from expected non-interaction effect.. This data is from NCI-60 drug combinations with 297,098 pairs across 59 cell lines. (1) Drug 1: CCC1=C2CN3C(=CC4=C(C3=O)COC(=O)C4(CC)O)C2=NC5=C1C=C(C=C5)O. Drug 2: CN(C(=O)NC(C=O)C(C(C(CO)O)O)O)N=O. Cell line: NCI/ADR-RES. Synergy scores: CSS=20.7, Synergy_ZIP=-5.80, Synergy_Bliss=0.889, Synergy_Loewe=-87.9, Synergy_HSA=-0.620. (2) Drug 1: CCN(CC)CCNC(=O)C1=C(NC(=C1C)C=C2C3=C(C=CC(=C3)F)NC2=O)C. Drug 2: CN(CC1=CN=C2C(=N1)C(=NC(=N2)N)N)C3=CC=C(C=C3)C(=O)NC(CCC(=O)O)C(=O)O. Cell line: 786-0. Synergy scores: CSS=55.2, Synergy_ZIP=-2.53, Synergy_Bliss=-0.991, Synergy_Loewe=-19.0, Synergy_HSA=0.750. (3) Drug 1: C1CC(C1)(C(=O)O)C(=O)O.[NH2-].[NH2-].[Pt+2]. Drug 2: C1=CN(C=N1)CC(O)(P(=O)(O)O)P(=O)(O)O. Cell line: IGROV1. Synergy scores: CSS=8.39, Synergy_ZIP=-3.98, Synergy_Bliss=-1.64, Synergy_Loewe=-2.03, Synergy_HSA=-1.26. (4) Drug 1: CC1=C(C=C(C=C1)NC(=O)C2=CC=C(C=C2)CN3CCN(CC3)C)NC4=NC=CC(=N4)C5=CN=CC=C5. Drug 2: CC1=C(C(=CC=C1)Cl)NC(=O)C2=CN=C(S2)NC3=CC(=NC(=N3)C)N4CCN(CC4)CCO. Cell line: U251. Synergy scores: CSS=-5.84, Synergy_ZIP=8.45, Synergy_Bliss=8.53, Synergy_Loewe=-3.68, Synergy_HSA=-4.66. (5) Drug 1: C1CCC(CC1)NC(=O)N(CCCl)N=O. Drug 2: C(=O)(N)NO. Cell line: HS 578T. Synergy scores: CSS=18.6, Synergy_ZIP=-1.99, Synergy_Bliss=6.45, Synergy_Loewe=-17.8, Synergy_HSA=3.40. (6) Drug 1: CN1C(=O)N2C=NC(=C2N=N1)C(=O)N. Drug 2: CC(C)CN1C=NC2=C1C3=CC=CC=C3N=C2N. Cell line: MALME-3M. Synergy scores: CSS=-3.97, Synergy_ZIP=2.00, Synergy_Bliss=0.340, Synergy_Loewe=-3.70, Synergy_HSA=-2.73. (7) Drug 1: CC=C1C(=O)NC(C(=O)OC2CC(=O)NC(C(=O)NC(CSSCCC=C2)C(=O)N1)C(C)C)C(C)C. Drug 2: C1CC(=O)NC(=O)C1N2C(=O)C3=CC=CC=C3C2=O. Cell line: A549. Synergy scores: CSS=57.0, Synergy_ZIP=4.38, Synergy_Bliss=1.71, Synergy_Loewe=-54.0, Synergy_HSA=-0.382. (8) Drug 1: CC1CCC2CC(C(=CC=CC=CC(CC(C(=O)C(C(C(=CC(C(=O)CC(OC(=O)C3CCCCN3C(=O)C(=O)C1(O2)O)C(C)CC4CCC(C(C4)OC)O)C)C)O)OC)C)C)C)OC. Drug 2: COC1=C2C(=CC3=C1OC=C3)C=CC(=O)O2. Cell line: HCT116. Synergy scores: CSS=11.5, Synergy_ZIP=-3.09, Synergy_Bliss=0.0504, Synergy_Loewe=0.339, Synergy_HSA=0.581. (9) Drug 1: CCN(CC)CCNC(=O)C1=C(NC(=C1C)C=C2C3=C(C=CC(=C3)F)NC2=O)C. Drug 2: B(C(CC(C)C)NC(=O)C(CC1=CC=CC=C1)NC(=O)C2=NC=CN=C2)(O)O. Cell line: UACC62. Synergy scores: CSS=45.7, Synergy_ZIP=2.54, Synergy_Bliss=2.10, Synergy_Loewe=-10.5, Synergy_HSA=3.22.